From a dataset of Peptide-MHC class II binding affinity with 134,281 pairs from IEDB. Regression. Given a peptide amino acid sequence and an MHC pseudo amino acid sequence, predict their binding affinity value. This is MHC class II binding data. (1) The peptide sequence is LFAAFPSFAGLRPTFDTRLM. The MHC is DRB1_1301 with pseudo-sequence DRB1_1301. The binding affinity (normalized) is 0. (2) The peptide sequence is VLAWLYAAVINGDRW. The binding affinity (normalized) is 0.825. The MHC is DRB1_0101 with pseudo-sequence DRB1_0101. (3) The peptide sequence is LQPETFAVVDLNKMR. The MHC is DRB1_1602 with pseudo-sequence DRB1_1602. The binding affinity (normalized) is 0.525. (4) The peptide sequence is GFKGEQGPKGEP. The MHC is DRB1_0401 with pseudo-sequence DRB1_0401. The binding affinity (normalized) is 0.370.